Dataset: Forward reaction prediction with 1.9M reactions from USPTO patents (1976-2016). Task: Predict the product of the given reaction. (1) Given the reactants C12CC1CCC(C(OC)=O)C2.[O:12]1[C:16]2([CH2:21][CH2:20][C:19]([C:22](OCC)=[O:23])=[CH:18][CH2:17]2)[O:15][CH2:14][CH2:13]1, predict the reaction product. The product is: [O:12]1[C:16]2([CH2:21][CH2:20][C:19]([CH2:22][OH:23])=[CH:18][CH2:17]2)[O:15][CH2:14][CH2:13]1. (2) Given the reactants [NH:1]1[C:9]2[C:4](=[CH:5][CH:6]=[CH:7][CH:8]=2)[C:3](/[CH:10]=[C:11]2\[O:12][C:13]3[C:20]([O:21][CH:22]4[CH2:27][CH2:26][N:25](C(OC(C)(C)C)=O)[CH2:24][CH2:23]4)=[C:19]([O:35][CH3:36])[CH:18]=[CH:17][C:14]=3[C:15]\2=[O:16])=[N:2]1.Cl, predict the reaction product. The product is: [NH:1]1[C:9]2[C:4](=[CH:5][CH:6]=[CH:7][CH:8]=2)[C:3](/[CH:10]=[C:11]2\[O:12][C:13]3[C:20]([O:21][CH:22]4[CH2:27][CH2:26][NH:25][CH2:24][CH2:23]4)=[C:19]([O:35][CH3:36])[CH:18]=[CH:17][C:14]=3[C:15]\2=[O:16])=[N:2]1.